Dataset: Forward reaction prediction with 1.9M reactions from USPTO patents (1976-2016). Task: Predict the product of the given reaction. (1) Given the reactants [NH2:1][CH2:2][C@H:3]1[C@H:9]([C:10]2[CH:15]=[CH:14][C:13]([Cl:16])=[C:12]([Cl:17])[CH:11]=2)[O:8][CH2:7][CH2:6][N:5]([C:18]([O:20][C:21]([CH3:24])([CH3:23])[CH3:22])=[O:19])[CH2:4]1.C(N(CC)CC)C.[C:32](Cl)(=[O:34])[CH3:33], predict the reaction product. The product is: [C:32]([NH:1][CH2:2][C@H:3]1[C@H:9]([C:10]2[CH:15]=[CH:14][C:13]([Cl:16])=[C:12]([Cl:17])[CH:11]=2)[O:8][CH2:7][CH2:6][N:5]([C:18]([O:20][C:21]([CH3:24])([CH3:23])[CH3:22])=[O:19])[CH2:4]1)(=[O:34])[CH3:33]. (2) Given the reactants [C:1]([O:20][CH2:21][C@H:22]([CH2:43][O:44][P:45]([O:48][CH2:49][CH2:50][N+:51]([CH3:54])([CH3:53])[CH3:52])([OH:47])=[O:46])[O:23][C:24](=[O:42])[CH2:25][CH2:26][CH2:27][CH2:28][CH2:29][CH2:30][CH2:31]/[CH:32]=[CH:33]\[CH2:34][CH2:35]CCCCCC)(=[O:19])[CH2:2][CH2:3][CH2:4][CH2:5][CH2:6][CH2:7][CH2:8]/[CH:9]=[CH:10]\[CH2:11][CH2:12]CCCCCC, predict the reaction product. The product is: [CH3:12][CH2:11][CH2:10][CH2:9][CH2:8][CH2:7][CH2:6][CH2:5][CH2:4][CH2:3][CH2:2][C:1]([O:20][CH2:21][C@@H:22]([O:23][C:24]([CH2:25][CH2:26][CH2:27][CH2:28][CH2:29][CH2:30][CH2:31][CH2:32][CH2:33][CH2:34][CH3:35])=[O:42])[CH2:43][O:44][P:45]([O:48][CH2:49][CH2:50][N+:51]([CH3:52])([CH3:54])[CH3:53])([O-:47])=[O:46])=[O:19]. (3) Given the reactants [Cl:1][C:2]1[CH:37]=[CH:36][C:5]([CH2:6][O:7][C:8]2[C:33]([F:34])=[CH:32][C:11]([CH2:12][C:13]3[C:21]4[C:16](=[N:17][CH:18]=[CH:19][CH:20]=4)[N:15]([Si](C(C)C)(C(C)C)C(C)C)[CH:14]=3)=[C:10]([F:35])[CH:9]=2)=[CH:4][CH:3]=1.[F-].C([N+](CCCC)(CCCC)CCCC)CCC, predict the reaction product. The product is: [Cl:1][C:2]1[CH:3]=[CH:4][C:5]([CH2:6][O:7][C:8]2[C:33]([F:34])=[CH:32][C:11]([CH2:12][C:13]3[C:21]4[C:16](=[N:17][CH:18]=[CH:19][CH:20]=4)[NH:15][CH:14]=3)=[C:10]([F:35])[CH:9]=2)=[CH:36][CH:37]=1. (4) The product is: [CH:15]1([C:18]2[NH:19][CH:2]=[C:3]([C:5]3[CH:6]=[CH:7][C:8]([O:11][CH3:12])=[CH:9][C:10]=3[O:25][CH3:23])[N:20]=2)[CH2:17][CH2:16]1. Given the reactants Br[CH2:2][C:3]([C:5]1[CH:10]=[CH:9][C:8]([O:11][CH3:12])=[C:7](OC)[CH:6]=1)=O.[CH:15]1([C:18]([NH2:20])=[NH:19])[CH2:17][CH2:16]1.[OH-].[Na+].[CH2:23]([OH:25])C, predict the reaction product.